From a dataset of NCI-60 drug combinations with 297,098 pairs across 59 cell lines. Regression. Given two drug SMILES strings and cell line genomic features, predict the synergy score measuring deviation from expected non-interaction effect. (1) Drug 1: CC(C1=C(C=CC(=C1Cl)F)Cl)OC2=C(N=CC(=C2)C3=CN(N=C3)C4CCNCC4)N. Drug 2: CC(C)(C#N)C1=CC(=CC(=C1)CN2C=NC=N2)C(C)(C)C#N. Cell line: 786-0. Synergy scores: CSS=7.28, Synergy_ZIP=0.000501, Synergy_Bliss=2.74, Synergy_Loewe=2.05, Synergy_HSA=3.02. (2) Drug 1: CC1C(C(CC(O1)OC2CC(CC3=C2C(=C4C(=C3O)C(=O)C5=C(C4=O)C(=CC=C5)OC)O)(C(=O)C)O)N)O.Cl. Synergy scores: CSS=86.6, Synergy_ZIP=-0.858, Synergy_Bliss=-2.57, Synergy_Loewe=-5.98, Synergy_HSA=-1.02. Cell line: U251. Drug 2: CC=C1C(=O)NC(C(=O)OC2CC(=O)NC(C(=O)NC(CSSCCC=C2)C(=O)N1)C(C)C)C(C)C.